Dataset: Reaction yield outcomes from USPTO patents with 853,638 reactions. Task: Predict the reaction yield, written as a fraction of the theoretical maximum amount of product (1.0 means a 100% yield; for example, 0.34 means a 34% yield). (1) The reactants are [Cl:1][C:2]1[CH:3]=[CH:4][C:5]([N:16]2[CH:20]=[C:19](Cl)[N:18]=[N:17]2)=[C:6]([C:8]2[CH:13]=[C:12]([O:14][CH3:15])[N:11]=[CH:10][N:9]=2)[CH:7]=1.C1C(=O)N([Br:29])C(=O)C1. No catalyst specified. The product is [Br:29][C:19]1[N:18]=[N:17][N:16]([C:5]2[CH:4]=[CH:3][C:2]([Cl:1])=[CH:7][C:6]=2[C:8]2[CH:13]=[C:12]([O:14][CH3:15])[N:11]=[CH:10][N:9]=2)[CH:20]=1. The yield is 0.560. (2) The reactants are C([N:5]([CH:9]1[CH2:13][CH2:12][CH2:11][CH2:10]1)[C:6]([NH2:8])=[S:7])(C)(C)C. The catalyst is Cl. The product is [CH:9]1([NH:5][C:6]([NH2:8])=[S:7])[CH2:13][CH2:12][CH2:11][CH2:10]1. The yield is 0.900.